This data is from Forward reaction prediction with 1.9M reactions from USPTO patents (1976-2016). The task is: Predict the product of the given reaction. (1) Given the reactants [O:1]1[C:5]2[CH:6]=[CH:7][C:8]([C:10]3([C:13]([NH:15][C:16]4[CH:17]=[N:18][C:19]([CH2:22][C:23]5[CH:28]=[CH:27][CH:26]=[CH:25][C:24]=5OC)=[CH:20][CH:21]=4)=[O:14])[CH2:12][CH2:11]3)=[CH:9][C:4]=2[O:3][CH2:2]1.[Br-].C([Zn+])C1C=CC=CC=1.O1C2C=CC(C3(C(NC4C=NC(Br)=CC=4)=O)CC3)=CC=2OC1, predict the reaction product. The product is: [O:1]1[C:5]2[CH:6]=[CH:7][C:8]([C:10]3([C:13]([NH:15][C:16]4[CH:17]=[N:18][C:19]([CH2:22][C:23]5[CH:28]=[CH:27][CH:26]=[CH:25][CH:24]=5)=[CH:20][CH:21]=4)=[O:14])[CH2:11][CH2:12]3)=[CH:9][C:4]=2[O:3][CH2:2]1. (2) Given the reactants C[O:2][C:3]1[CH:4]=[CH:5][C:6]([C:9]2([CH3:12])[CH2:11][CH2:10]2)=[N:7][CH:8]=1.C([S-])C.[Na+], predict the reaction product. The product is: [CH3:12][C:9]1([C:6]2[N:7]=[CH:8][C:3]([OH:2])=[CH:4][CH:5]=2)[CH2:11][CH2:10]1.